From a dataset of Forward reaction prediction with 1.9M reactions from USPTO patents (1976-2016). Predict the product of the given reaction. (1) Given the reactants [NH:1]1[CH2:6][CH2:5][CH2:4][CH2:3][CH2:2]1.C(=O)([O-])[O-].[K+].[K+].[Cl:13][CH2:14][CH2:15][CH2:16][CH2:17]Br, predict the reaction product. The product is: [Cl:13][CH2:14][CH2:15][CH2:16][CH2:17][N:1]1[CH2:6][CH2:5][CH2:4][CH2:3][CH2:2]1. (2) Given the reactants [Cl:1][C:2]1[CH:3]=[C:4]([CH:7]=[C:8]([O:10][C:11]2[C:16](=[O:17])[N:15]([CH2:18][C:19]3[N:20]=[N:21][C:22]([O:27][CH3:28])=[C:23]([CH2:25]O)[CH:24]=3)[CH:14]=[N:13][C:12]=2[C:29]([F:32])([F:31])[F:30])[CH:9]=1)[C:5]#[N:6].CCN(S(F)(F)[F:39])CC, predict the reaction product. The product is: [Cl:1][C:2]1[CH:3]=[C:4]([CH:7]=[C:8]([O:10][C:11]2[C:16](=[O:17])[N:15]([CH2:18][C:19]3[N:20]=[N:21][C:22]([O:27][CH3:28])=[C:23]([CH2:25][F:39])[CH:24]=3)[CH:14]=[N:13][C:12]=2[C:29]([F:30])([F:31])[F:32])[CH:9]=1)[C:5]#[N:6]. (3) Given the reactants [CH2:1]([O:3][C:4](=[O:13])[C:5]1[C:10](Cl)=[CH:9][C:8]([Cl:12])=[N:7][CH:6]=1)[CH3:2].[CH3:14][NH2:15].O, predict the reaction product. The product is: [Cl:12][C:8]1[CH:9]=[C:10]([NH:15][CH3:14])[C:5]([C:4]([O:3][CH2:1][CH3:2])=[O:13])=[CH:6][N:7]=1. (4) The product is: [O:33]=[C:22]1[N:21]2[CH2:27][C@@H:24]([CH2:25][CH2:26][C@@H:20]2[C:18]([NH:17][NH:16][C:14]([C@@H:10]2[CH2:11][CH2:12][CH2:13][NH:8][CH2:9]2)=[O:15])=[O:19])[N:23]1[O:28][CH2:29][C:30]([OH:32])=[O:31]. Given the reactants C(OC([N:8]1[CH2:13][CH2:12][CH2:11][C@@H:10]([C:14]([NH:16][NH:17][C:18]([C@H:20]2[CH2:26][CH2:25][C@@H:24]3[CH2:27][N:21]2[C:22](=[O:33])[N:23]3[O:28][CH2:29][C:30]([OH:32])=[O:31])=[O:19])=[O:15])[CH2:9]1)=O)(C)(C)C.FC(F)(F)C(O)=O, predict the reaction product. (5) Given the reactants [Cl:1][C:2]1[CH:49]=[CH:48][C:5]([O:6][CH2:7][C:8]2[N:12]([CH2:13][CH2:14][CH2:15][CH:16]3[CH2:21][CH2:20][CH2:19][N:18]([C:22]([O:24][C:25]([CH3:28])([CH3:27])[CH3:26])=[O:23])[CH2:17]3)[C:11]3[CH:29]=[CH:30][CH:31]=[C:32]([O:33][CH2:34][CH:35]4[CH2:40][CH2:39][CH2:38][N:37](C(OC(C)(C)C)=O)[CH2:36]4)[C:10]=3[N:9]=2)=[CH:4][CH:3]=1.FC(F)(F)C(O)=O, predict the reaction product. The product is: [Cl:1][C:2]1[CH:3]=[CH:4][C:5]([O:6][CH2:7][C:8]2[N:12]([CH2:13][CH2:14][CH2:15][CH:16]3[CH2:21][CH2:20][CH2:19][N:18]([C:22]([O:24][C:25]([CH3:28])([CH3:26])[CH3:27])=[O:23])[CH2:17]3)[C:11]3[CH:29]=[CH:30][CH:31]=[C:32]([O:33][CH2:34][CH:35]4[CH2:40][CH2:39][CH2:38][NH:37][CH2:36]4)[C:10]=3[N:9]=2)=[CH:48][CH:49]=1.